This data is from Reaction yield outcomes from USPTO patents with 853,638 reactions. The task is: Predict the reaction yield, written as a fraction of the theoretical maximum amount of product (1.0 means a 100% yield; for example, 0.34 means a 34% yield). The reactants are Cl.[CH3:2][S:3]([C:6]1[CH:11]=[CH:10][C:9]([N:12]2[C:16]3=[N:17][CH:18]=[N:19][C:20]([O:21][CH:22]4[CH2:27][CH2:26][NH:25][CH2:24][CH2:23]4)=[C:15]3[CH:14]=[N:13]2)=[CH:8][CH:7]=1)(=[O:5])=[O:4].Cl[C:29]([O:31][CH2:32][C:33]([CH3:36])([CH3:35])[CH3:34])=[O:30].C(N(CC)CC)C. The catalyst is CN(C=O)C. The product is [CH3:34][C:33]([CH3:36])([CH3:35])[CH2:32][O:31][C:29]([N:25]1[CH2:26][CH2:27][CH:22]([O:21][C:20]2[N:19]=[CH:18][N:17]=[C:16]3[N:12]([C:9]4[CH:10]=[CH:11][C:6]([S:3]([CH3:2])(=[O:4])=[O:5])=[CH:7][CH:8]=4)[N:13]=[CH:14][C:15]=23)[CH2:23][CH2:24]1)=[O:30]. The yield is 0.270.